Dataset: Full USPTO retrosynthesis dataset with 1.9M reactions from patents (1976-2016). Task: Predict the reactants needed to synthesize the given product. (1) Given the product [CH3:28][O:29][CH2:2][C:3]1[O:4][C:5]2[CH:11]=[C:10]([C:12]([OH:13])=[O:31])[CH:9]=[C:8]([O:17][C:18]3[CH:19]=[CH:20][C:21]([S:24]([CH3:27])(=[O:26])=[O:25])=[CH:22][CH:23]=3)[C:6]=2[CH:7]=1, predict the reactants needed to synthesize it. The reactants are: Br[CH2:2][C:3]1[O:4][C:5]2[CH:11]=[C:10]([C:12](OCC)=[O:13])[CH:9]=[C:8]([O:17][C:18]3[CH:23]=[CH:22][C:21]([S:24]([CH3:27])(=[O:26])=[O:25])=[CH:20][CH:19]=3)[C:6]=2[CH:7]=1.[CH3:28][O-:29].[Na+].[OH2:31].Cl. (2) Given the product [OH:20][CH2:19][C:18]1[CH:17]=[C:16]([C:4]2[C:3](=[O:24])[N:2]([CH3:1])[C:7]3[NH:8][C:9]4[C:14]([C:6]=3[CH:5]=2)=[CH:13][C:12]([CH3:15])=[CH:11][CH:10]=4)[CH:23]=[CH:22][CH:21]=1, predict the reactants needed to synthesize it. The reactants are: [CH3:1][N:2]1[C:7]2[NH:8][C:9]3[C:14]([C:6]=2[CH:5]=[C:4]([C:16]2[CH:17]=[C:18]([CH:21]=[CH:22][CH:23]=2)[CH:19]=[O:20])[C:3]1=[O:24])=[CH:13][C:12]([CH3:15])=[CH:11][CH:10]=3.CC(O)=O.[BH-](OC(C)=O)(OC(C)=O)OC(C)=O.[Na+]. (3) Given the product [Cl:7][C:8]1[CH:13]=[CH:12][C:11]([C:14]([F:17])([F:16])[F:15])=[CH:10][C:9]=1[O:38][C:35]1[CH:34]=[CH:33][C:32]([C@H:31]2[C:24]3=[N:23][S:22](=[O:39])(=[O:21])[CH2:27][CH2:26][N:25]3[CH2:28][CH2:29][CH2:30]2)=[CH:37][CH:36]=1, predict the reactants needed to synthesize it. The reactants are: N1C=CC=CC=1.[Cl:7][C:8]1[CH:13]=[CH:12][C:11]([C:14]([F:17])([F:16])[F:15])=[CH:10][C:9]=1B(O)O.[O:21]=[S:22]1(=[O:39])[CH2:27][CH2:26][N:25]2[CH2:28][CH2:29][CH2:30][C@@H:31]([C:32]3[CH:37]=[CH:36][C:35]([OH:38])=[CH:34][CH:33]=3)[C:24]2=[N:23]1.C(=O)([O-])[O-].[Cs+].[Cs+]. (4) Given the product [OH:8][CH2:9][CH2:10][C@H:11]([NH:28][C:29](=[O:35])[O:30][C:31]([CH3:33])([CH3:32])[CH3:34])[C:12]1[N:17]([C:18]2[CH:23]=[CH:22][CH:21]=[CH:20][CH:19]=2)[C:16](=[O:24])[C:15]2=[CH:25][CH:26]=[CH:27][N:14]2[N:13]=1, predict the reactants needed to synthesize it. The reactants are: C([O:8][CH2:9][CH2:10][C@H:11]([NH:28][C:29](=[O:35])[O:30][C:31]([CH3:34])([CH3:33])[CH3:32])[C:12]1[N:17]([C:18]2[CH:23]=[CH:22][CH:21]=[CH:20][CH:19]=2)[C:16](=[O:24])[C:15]2=[CH:25][CH:26]=[CH:27][N:14]2[N:13]=1)C1C=CC=CC=1. (5) The reactants are: [Br:1][C:2]1[CH:3]=[CH:4][C:5]([CH:8]=[O:9])=[N:6][CH:7]=1.[CH2:10](O)[CH2:11][CH2:12][OH:13]. Given the product [Br:1][C:2]1[CH:3]=[CH:4][C:5]([CH:8]2[O:13][CH2:12][CH2:11][CH2:10][O:9]2)=[N:6][CH:7]=1, predict the reactants needed to synthesize it. (6) Given the product [C:1]([N:4]1[C:13]2[C:8](=[CH:9][C:10]([N:14]3[CH2:15][CH2:16][O:17][CH2:18][CH2:19]3)=[CH:11][CH:12]=2)[C@H:7]([O:20][C:26]2[CH:27]=[CH:28][C:23]([Cl:22])=[CH:24][CH:25]=2)[CH2:6][C@@H:5]1[CH3:21])(=[O:3])[CH3:2], predict the reactants needed to synthesize it. The reactants are: [C:1]([N:4]1[C:13]2[C:8](=[CH:9][C:10]([N:14]3[CH2:19][CH2:18][O:17][CH2:16][CH2:15]3)=[CH:11][CH:12]=2)[C@@H:7]([OH:20])[CH2:6][C@@H:5]1[CH3:21])(=[O:3])[CH3:2].[Cl:22][C:23]1[CH:28]=[CH:27][C:26](O)=[CH:25][CH:24]=1. (7) Given the product [OH:22][CH2:21][CH2:20][N:19]1[CH2:10][CH2:11][C:7]([C:1]2[CH:6]=[CH:5][CH:4]=[CH:3][CH:2]=2)([C:13]2[CH:18]=[CH:17][CH:16]=[CH:15][CH:14]=2)[C:8]1=[O:9], predict the reactants needed to synthesize it. The reactants are: [C:1]1([C:7]2([C:13]3[CH:18]=[CH:17][CH:16]=[CH:15][CH:14]=3)[CH2:11][CH2:10][O:9][C:8]2=O)[CH:6]=[CH:5][CH:4]=[CH:3][CH:2]=1.[NH2:19][CH2:20][CH2:21][OH:22]. (8) The reactants are: [CH3:1][C:2]1[C:7]([O:8][CH3:9])=[CH:6][CH:5]=[CH:4][C:3]=1[OH:10].CNC(=O)[C:14]1[CH:19]=[C:18](F)[C:17]([Cl:21])=[CH:16][C:15]=1[F:22].C(=O)([O-])[O-].[K+].[K+].C(OC(C)C)(C)C.[CH3:37][N:38]([CH:40]=[O:41])C. Given the product [Cl:21][C:17]1[C:18]([O:10][C:3]2[CH:4]=[CH:5][CH:6]=[C:7]([O:8][CH3:9])[C:2]=2[CH3:1])=[C:19]([CH:14]=[C:15]([F:22])[CH:16]=1)[C:40]([NH:38][CH3:37])=[O:41], predict the reactants needed to synthesize it. (9) The reactants are: [NH2:1][C:2]1[CH:7]=[CH:6][C:5]([NH:8][C:9]2[N:14]=[C:13]([NH:15][CH2:16][C:17]#[CH:18])[C:12]([Br:19])=[CH:11][N:10]=2)=[CH:4][CH:3]=1.C(N(CC)CC)C.Cl[C:28]([O:30][CH2:31][CH2:32][CH2:33][CH3:34])=[O:29].O. Given the product [CH2:31]([O:30][C:28](=[O:29])[NH:1][C:2]1[CH:7]=[CH:6][C:5]([NH:8][C:9]2[N:14]=[C:13]([NH:15][CH2:16][C:17]#[CH:18])[C:12]([Br:19])=[CH:11][N:10]=2)=[CH:4][CH:3]=1)[CH2:32][CH2:33][CH3:34], predict the reactants needed to synthesize it. (10) The reactants are: [OH:1][C:2]1[C:11]2[C:6](=[CH:7][C:8]([CH3:12])=[CH:9][CH:10]=2)[O:5][C:4](=[O:13])[CH:3]=1.C(N(CC)CC)C.[S:21](O[S:21]([C:24]([F:27])([F:26])[F:25])(=[O:23])=[O:22])([C:24]([F:27])([F:26])[F:25])(=[O:23])=[O:22]. Given the product [F:25][C:24]([F:27])([F:26])[S:21]([O:1][C:2]1[C:11]2[C:6](=[CH:7][C:8]([CH3:12])=[CH:9][CH:10]=2)[O:5][C:4](=[O:13])[CH:3]=1)(=[O:23])=[O:22], predict the reactants needed to synthesize it.